Dataset: Reaction yield outcomes from USPTO patents with 853,638 reactions. Task: Predict the reaction yield, written as a fraction of the theoretical maximum amount of product (1.0 means a 100% yield; for example, 0.34 means a 34% yield). (1) The reactants are [CH2:1]([O:3][C:4](=[O:12])[C:5]1[CH:10]=[CH:9][C:8](Br)=[CH:7][CH:6]=1)[CH3:2].[CH3:13][O:14][C:15]1[CH:20]=[CH:19][C:18](B(O)O)=[CH:17][CH:16]=1.C(=O)([O-])[O-].[Na+].[Na+]. The catalyst is C1(C)C=CC=CC=1.[Pd].C1(P(C2C=CC=CC=2)C2C=CC=CC=2)C=CC=CC=1.C1(P(C2C=CC=CC=2)C2C=CC=CC=2)C=CC=CC=1.C1(P(C2C=CC=CC=2)C2C=CC=CC=2)C=CC=CC=1.C1(P(C2C=CC=CC=2)C2C=CC=CC=2)C=CC=CC=1. The product is [CH2:1]([O:3][C:4]([C:5]1[CH:10]=[CH:9][C:8]([C:18]2[CH:19]=[CH:20][C:15]([O:14][CH3:13])=[CH:16][CH:17]=2)=[CH:7][CH:6]=1)=[O:12])[CH3:2]. The yield is 0.958. (2) The reactants are [CH3:1][C:2](=[CH2:15])[CH2:3][O:4][C:5]1[CH:10]=[CH:9][CH:8]=[CH:7][C:6]=1[NH:11][C:12](=[O:14])[CH3:13].ClC1C=CC=C(C(OO)=[O:24])C=1. No catalyst specified. The product is [CH3:15][C:2]1([CH2:3][O:4][C:5]2[CH:10]=[CH:9][CH:8]=[CH:7][C:6]=2[NH:11][C:12](=[O:14])[CH3:13])[CH2:1][O:24]1. The yield is 0.650. (3) The reactants are [CH3:1][C:2]([C:6]1[CH:10]=[C:9]([NH:11][C:12]2[N:20]=[CH:19][CH:18]=[CH:17][C:13]=2[C:14](O)=[O:15])[N:8]([C:21]2[CH:26]=[CH:25][CH:24]=[C:23]([F:27])[C:22]=2[O:28][CH3:29])[N:7]=1)([CH3:5])[CH2:3][CH3:4].C(Cl)(=O)C(Cl)=O.[CH3:36]N.C[C:39]#[N:40]. The catalyst is CN(C)C=O.O. The product is [CH3:5][C:2]([C:6]1[CH:10]=[C:9]([NH:11][C:12]2[N:20]=[CH:19][CH:18]=[CH:17][C:13]=2[C:14]([N:40]([CH3:39])[CH3:36])=[O:15])[N:8]([C:21]2[CH:26]=[CH:25][CH:24]=[C:23]([F:27])[C:22]=2[O:28][CH3:29])[N:7]=1)([CH3:1])[CH2:3][CH3:4]. The yield is 0.700. (4) The reactants are [O:1]1[C:10]2[C:5](=[CH:6][CH:7]=[CH:8][CH:9]=2)[CH2:4][CH2:3][C@@H:2]1[CH2:11][NH2:12].[C:13]([O:17][C:18](O[C:18]([O:17][C:13]([CH3:16])([CH3:15])[CH3:14])=[O:19])=[O:19])([CH3:16])([CH3:15])[CH3:14]. The product is [O:1]1[C:10]2[C:5](=[CH:6][CH:7]=[CH:8][CH:9]=2)[CH2:4][CH2:3][C@@H:2]1[CH2:11][NH:12][C:18](=[O:19])[O:17][C:13]([CH3:16])([CH3:15])[CH3:14]. The catalyst is C(Cl)Cl. The yield is 0.800. (5) The reactants are [Cl:1][C:2]1[CH:10]=[CH:9][C:8]([Cl:11])=[C:7]([CH3:12])[C:3]=1[C:4]([OH:6])=O.ClCCl.[CH3:16][O:17][C:18]1[CH:19]=[C:20]([CH3:28])[CH:21]=[C:22]([O:26][CH3:27])[C:23]=1[O:24][CH3:25].O=P12OP3(OP(OP(O3)(O1)=O)(=O)O2)=O. The catalyst is C(OC)(C)(C)C.CCCCCC.O. The product is [Cl:1][C:2]1[CH:10]=[CH:9][C:8]([Cl:11])=[C:7]([CH3:12])[C:3]=1[C:4]([C:21]1[C:22]([O:26][CH3:27])=[C:23]([O:24][CH3:25])[C:18]([O:17][CH3:16])=[CH:19][C:20]=1[CH3:28])=[O:6]. The yield is 0.800. (6) The reactants are [Cl:1][C:2]1[N:3]=[N:4][C:5]([Cl:8])=[CH:6][CH:7]=1.[Li+].[Cl-].[I:11]I. The catalyst is C1COCC1. The product is [Cl:1][C:2]1[N:3]=[N:4][C:5]([Cl:8])=[CH:6][C:7]=1[I:11]. The yield is 0.840. (7) The reactants are [CH3:1][NH:2][C:3]1[CH:8]=[CH:7][CH:6]=[CH:5][CH:4]=1.ClC(Cl)(O[C:13](=[O:19])OC(Cl)(Cl)Cl)Cl.[C:21]1([C:27]2[C:31]3[CH2:32][NH:33][CH2:34][CH2:35][C:30]=3[NH:29][N:28]=2)[CH:26]=[CH:25][CH:24]=[CH:23][CH:22]=1.O. The catalyst is C(Cl)Cl. The product is [CH3:1][N:2]([C:3]1[CH:8]=[CH:7][CH:6]=[CH:5][CH:4]=1)[C:13]([N:33]1[CH2:34][CH2:35][C:30]2[NH:29][N:28]=[C:27]([C:21]3[CH:22]=[CH:23][CH:24]=[CH:25][CH:26]=3)[C:31]=2[CH2:32]1)=[O:19]. The yield is 0.228.